Predict the product of the given reaction. From a dataset of Forward reaction prediction with 1.9M reactions from USPTO patents (1976-2016). Given the reactants C(N(CC)CC)C.Cl.[NH2:9][OH:10].[C:11]([C:13]12[N:19]([C:20]([O:22][CH2:23][C:24]3[CH:29]=[CH:28][CH:27]=[CH:26][CH:25]=3)=[O:21])[CH:16]([CH2:17][CH2:18]1)[CH2:15][CH2:14]2)#[N:12].[CH3:30][O:31][C:32]([C:34]#[C:35][C:36]([O:38][CH3:39])=[O:37])=[O:33], predict the reaction product. The product is: [CH3:30][O:31][C:32](=[O:33])[C:34]([O:10][N:9]=[C:11]([NH2:12])[C:13]12[N:19]([C:20]([O:22][CH2:23][C:24]3[CH:25]=[CH:26][CH:27]=[CH:28][CH:29]=3)=[O:21])[CH:16]([CH2:17][CH2:18]1)[CH2:15][CH2:14]2)=[CH:35][C:36]([O:38][CH3:39])=[O:37].